Dataset: Full USPTO retrosynthesis dataset with 1.9M reactions from patents (1976-2016). Task: Predict the reactants needed to synthesize the given product. (1) Given the product [C:44]([C:48]1[CH:66]=[CH:65][C:51]([CH2:52][N:53]([CH2:54][CH:55]([C:57]2[CH:62]=[CH:61][C:60]([Cl:63])=[C:59]([Cl:64])[CH:58]=2)[OH:56])[C:10]([C:8]2[CH:7]=[CH:6][CH:5]=[C:4]3[C:9]=2[NH:1][CH:2]=[CH:3]3)=[O:12])=[CH:50][CH:49]=1)([CH3:47])([CH3:45])[CH3:46], predict the reactants needed to synthesize it. The reactants are: [NH:1]1[C:9]2[C:4](=[CH:5][CH:6]=[CH:7][C:8]=2[C:10]([OH:12])=O)[CH:3]=[CH:2]1.CN(C(ON1N=NC2C=CC=CC1=2)=[N+](C)C)C.[B-](F)(F)(F)F.C(N(CC)C(C)C)(C)C.[C:44]([C:48]1[CH:66]=[CH:65][C:51]([CH2:52][NH:53][CH2:54][CH:55]([C:57]2[CH:62]=[CH:61][C:60]([Cl:63])=[C:59]([Cl:64])[CH:58]=2)[OH:56])=[CH:50][CH:49]=1)([CH3:47])([CH3:46])[CH3:45]. (2) Given the product [Cl:1][C:2]1[N:7]=[C:6]([C:8]([NH:10][CH2:11][CH3:12])=[O:9])[CH:5]=[C:4]([S:16][CH3:15])[N:3]=1, predict the reactants needed to synthesize it. The reactants are: [Cl:1][C:2]1[N:7]=[C:6]([C:8]([NH:10][CH2:11][CH3:12])=[O:9])[CH:5]=[C:4](Cl)[N:3]=1.C(S)[CH2:15][S:16]([O-])(=O)=O.[Na+]. (3) The reactants are: [Cl:1][C:2]1[CH:3]=[C:4]([C:16]([NH:18][C@H:19]([C:21]2[CH:29]=[CH:28][C:24]([C:25]([OH:27])=O)=[CH:23][CH:22]=2)[CH3:20])=[O:17])[C:5]([O:8][C:9]2[CH:14]=[CH:13][C:12]([F:15])=[CH:11][CH:10]=2)=[N:6][CH:7]=1.[F:30][C:31]1[CH:32]=[C:33]([S:37]([NH2:40])(=[O:39])=[O:38])[CH:34]=[CH:35][CH:36]=1. Given the product [Cl:1][C:2]1[CH:7]=[N:6][C:5]([O:8][C:9]2[CH:10]=[CH:11][C:12]([F:15])=[CH:13][CH:14]=2)=[C:4]([CH:3]=1)[C:16]([NH:18][C@H:19]([C:21]1[CH:29]=[CH:28][C:24]([C:25]([NH:40][S:37]([C:33]2[CH:34]=[CH:35][CH:36]=[C:31]([F:30])[CH:32]=2)(=[O:39])=[O:38])=[O:27])=[CH:23][CH:22]=1)[CH3:20])=[O:17], predict the reactants needed to synthesize it. (4) Given the product [CH2:1]([S:8][CH2:16][CH2:17][CH2:18][C:19]1[NH:20][C:21](=[O:24])[NH:22][N:23]=1)[C:2]1[CH:7]=[CH:6][CH:5]=[CH:4][CH:3]=1, predict the reactants needed to synthesize it. The reactants are: [CH2:1]([SH:8])[C:2]1[CH:7]=[CH:6][CH:5]=[CH:4][CH:3]=1.C([O-])([O-])=O.[K+].[K+].Br[CH2:16][CH2:17][CH2:18][C:19]1[NH:20][C:21](=[O:24])[NH:22][N:23]=1.O. (5) Given the product [CH3:28][S:29]([O:1][C@H:2]1[CH2:6][CH2:5][N:4]([C:7]([O:9][C:10]([CH3:13])([CH3:12])[CH3:11])=[O:8])[C@@H:3]1[C:14]([O:16][C:17]([CH3:20])([CH3:19])[CH3:18])=[O:15])(=[O:31])=[O:30], predict the reactants needed to synthesize it. The reactants are: [OH:1][C@H:2]1[CH2:6][CH2:5][N:4]([C:7]([O:9][C:10]([CH3:13])([CH3:12])[CH3:11])=[O:8])[C@@H:3]1[C:14]([O:16][C:17]([CH3:20])([CH3:19])[CH3:18])=[O:15].C(N(CC)CC)C.[CH3:28][S:29](Cl)(=[O:31])=[O:30]. (6) Given the product [C:22]1(=[O:31])[N:23]([CH2:24][CH2:25][CH3:26])[C:19](=[O:36])[C:20]2=[CH:35][CH:34]=[CH:33][CH:32]=[C:21]12.[CH3:14][NH:15][SH:16](=[O:18])=[O:17], predict the reactants needed to synthesize it. The reactants are: C1(=O)N(CC)C(=O)C2=CC=CC=C12.[CH3:14][NH:15][SH:16](=[O:18])=[O:17].[C:19]1(=[O:36])[N:23]([CH2:24][CH2:25][CH2:26]S(Cl)(=O)=O)[C:22](=[O:31])[C:21]2=[CH:32][CH:33]=[CH:34][CH:35]=[C:20]12. (7) The reactants are: [Cl:1][C:2]1[CH:7]=[CH:6][C:5]([CH:8]([O:23][CH2:24][C:25]#[CH:26])[C:9]([NH:11][CH2:12][CH2:13][C:14]2[CH:19]=[CH:18][C:17]([OH:20])=[C:16]([O:21][CH3:22])[CH:15]=2)=[O:10])=[CH:4][CH:3]=1.C(=O)([O-])[O-].[K+].[K+].[CH2:33](Cl)[C:34]#[CH:35].O. Given the product [Cl:1][C:2]1[CH:3]=[CH:4][C:5]([CH:8]([O:23][CH2:24][C:25]#[CH:26])[C:9]([NH:11][CH2:12][CH2:13][C:14]2[CH:19]=[CH:18][C:17]([O:20][CH2:35][C:34]#[CH:33])=[C:16]([O:21][CH3:22])[CH:15]=2)=[O:10])=[CH:6][CH:7]=1, predict the reactants needed to synthesize it. (8) Given the product [F:1][C:2]1[CH:10]=[C:9]([C:11]2[CH:16]=[N:15][C:14]([O:17][CH2:18][CH:19]3[CH2:20][CH2:21][N:22]([CH2:25][C:26]4([C:30]([F:32])([F:31])[F:33])[CH2:29][CH2:28][CH2:27]4)[CH2:23][CH2:24]3)=[CH:13][N:12]=2)[CH:8]=[CH:7][C:3]=1[C:4]([N:34]1[CH2:38][CH2:37][CH2:36][C@@H:35]1[CH2:39][OH:40])=[O:6], predict the reactants needed to synthesize it. The reactants are: [F:1][C:2]1[CH:10]=[C:9]([C:11]2[CH:16]=[N:15][C:14]([O:17][CH2:18][CH:19]3[CH2:24][CH2:23][N:22]([CH2:25][C:26]4([C:30]([F:33])([F:32])[F:31])[CH2:29][CH2:28][CH2:27]4)[CH2:21][CH2:20]3)=[CH:13][N:12]=2)[CH:8]=[CH:7][C:3]=1[C:4]([OH:6])=O.[NH:34]1[CH2:38][CH2:37][CH2:36][C@@H:35]1[CH2:39][OH:40].C(Cl)CCl.C1C=CC2N(O)N=NC=2C=1.CCN(C(C)C)C(C)C. (9) Given the product [C:28]([C:32]1[N:33]=[C:34]([N:54]2[CH2:55][C:56]([F:58])([F:57])[C:52]([F:59])([F:51])[CH2:53]2)[C:35]2[N:40]=[N:39][N:38]([CH2:41][C:42]3[CH:47]=[CH:46][CH:45]=[CH:44][C:43]=3[Cl:48])[C:36]=2[N:37]=1)([CH3:31])([CH3:30])[CH3:29], predict the reactants needed to synthesize it. The reactants are: C(C1N=C(N2CCOCC2)C2N=NN(CC3C=CC=CC=3Cl)C=2N=1)(C)(C)C.[C:28]([C:32]1[N:33]=[C:34](Cl)[C:35]2[N:40]=[N:39][N:38]([CH2:41][C:42]3[CH:47]=[CH:46][CH:45]=[CH:44][C:43]=3[Cl:48])[C:36]=2[N:37]=1)([CH3:31])([CH3:30])[CH3:29].Cl.[F:51][C:52]1([F:59])[C:56]([F:58])([F:57])[CH2:55][NH:54][CH2:53]1. (10) Given the product [Cl:13][C:10]1[CH:11]=[CH:12][C:7]([C:5]2[S:6][C:2]([O:17][CH3:16])=[C:3]([CH:14]=[O:15])[N:4]=2)=[CH:8][CH:9]=1, predict the reactants needed to synthesize it. The reactants are: Br[C:2]1[S:6][C:5]([C:7]2[CH:12]=[CH:11][C:10]([Cl:13])=[CH:9][CH:8]=2)=[N:4][C:3]=1[CH:14]=[O:15].[CH3:16][O-:17].[Na+].O.